Dataset: Reaction yield outcomes from USPTO patents with 853,638 reactions. Task: Predict the reaction yield, written as a fraction of the theoretical maximum amount of product (1.0 means a 100% yield; for example, 0.34 means a 34% yield). (1) The reactants are Br[C:2]1[CH:3]=[C:4]([N:8]([CH2:23][CH:24]([O:29][Si](C(C)(C)C)(C)C)[C:25]([F:28])([F:27])[F:26])[CH2:9][C:10]2[CH:15]=[CH:14][CH:13]=[C:12]([O:16][C:17]([F:22])([F:21])[CH:18]([F:20])[F:19])[CH:11]=2)[CH:5]=[CH:6][CH:7]=1.C(=O)([O-])[O-].[Cs+].[Cs+].[CH3:43][O:44][C:45]1[CH:51]=[CH:50][C:48]([NH2:49])=[CH:47][CH:46]=1.[F-].C([N+](CCCC)(CCCC)CCCC)CCC. The catalyst is C1(C)C=CC=CC=1. The product is [CH3:43][O:44][C:45]1[CH:51]=[CH:50][C:48]([NH:49][C:2]2[CH:3]=[C:4]([N:8]([CH2:9][C:10]3[CH:15]=[CH:14][CH:13]=[C:12]([O:16][C:17]([F:21])([F:22])[CH:18]([F:20])[F:19])[CH:11]=3)[CH2:23][CH:24]([OH:29])[C:25]([F:26])([F:28])[F:27])[CH:5]=[CH:6][CH:7]=2)=[CH:47][CH:46]=1. The yield is 0.730. (2) The reactants are [NH2:1][C:2]1[C:10]2[C:5](=[N:6][CH:7]=[C:8]([Cl:25])[C:9]=2[N:11]2[CH2:16][CH2:15][CH2:14][C@@H:13]([NH:17][C:18](=[O:24])[O:19][C:20]([CH3:23])([CH3:22])[CH3:21])[CH2:12]2)[NH:4][CH:3]=1.[CH3:26][O:27][C@@H:28]([CH3:32])[C:29](O)=[O:30].C1N(P(Cl)(N2C(=O)OCC2)=O)C(=O)OC1.C(N(CC)CC)C.[Li+].[OH-]. The catalyst is CC#N.O.O.CN1C(=O)CCC1. The product is [Cl:25][C:8]1[C:9]([N:11]2[CH2:16][CH2:15][CH2:14][C@@H:13]([NH:17][C:18](=[O:24])[O:19][C:20]([CH3:21])([CH3:22])[CH3:23])[CH2:12]2)=[C:10]2[C:2]([NH:1][C:29](=[O:30])[C@@H:28]([O:27][CH3:26])[CH3:32])=[CH:3][NH:4][C:5]2=[N:6][CH:7]=1. The yield is 0.770. (3) The reactants are [Cl:1][C:2]1[CH:7]=[CH:6][C:5]([CH2:8][S:9][CH3:10])=[CH:4][N:3]=1.ClC1C=CC=C(C(OO)=[O:19])C=1.CO. The catalyst is C(Cl)(Cl)Cl. The product is [Cl:1][C:2]1[CH:7]=[CH:6][C:5]([CH2:8][S:9]([CH3:10])=[O:19])=[CH:4][N:3]=1. The yield is 0.920. (4) The reactants are [Cl:1][C:2]1[CH:18]=[CH:17][C:5]2[CH2:6][CH2:7][N:8]([C:11](=[O:16])[C:12]([F:15])([F:14])[F:13])[CH2:9][CH2:10][C:4]=2[C:3]=1OS(C(F)(F)F)(=O)=O.[CH:27]1([C:33](=[O:43])[CH2:34][C:35]2[CH:42]=[CH:41][C:38]([CH2:39][NH2:40])=[CH:37][CH:36]=2)[CH2:32][CH2:31][CH2:30][CH2:29][CH2:28]1. No catalyst specified. The product is [Cl:1][C:2]1[CH:18]=[CH:17][C:5]2[CH2:6][CH2:7][N:8]([C:11](=[O:16])[C:12]([F:15])([F:14])[F:13])[CH2:9][CH2:10][C:4]=2[C:3]=1[NH:40][CH2:39][C:38]1[CH:41]=[CH:42][C:35]([CH2:34][C:33]([CH:27]2[CH2:32][CH2:31][CH2:30][CH2:29][CH2:28]2)=[O:43])=[CH:36][CH:37]=1. The yield is 0.460. (5) The reactants are [N:1]1[C:10]2[C:5](=[CH:6][CH:7]=[CH:8][CH:9]=2)[C:4]([O:11][CH2:12][CH2:13][CH2:14][CH2:15][CH2:16][O:17][C:18]2[C:19](=[O:26])[CH:20]=[C:21]([CH2:24][OH:25])[O:22][CH:23]=2)=[N:3][CH:2]=1.C(N(CC)CC)C.[CH3:34][S:35](Cl)(=[O:37])=[O:36]. The catalyst is C(Cl)Cl. The product is [CH3:34][S:35]([O:25][CH2:24][C:21]1[O:22][CH:23]=[C:18]([O:17][CH2:16][CH2:15][CH2:14][CH2:13][CH2:12][O:11][C:4]2[C:5]3[C:10](=[CH:9][CH:8]=[CH:7][CH:6]=3)[N:1]=[CH:2][N:3]=2)[C:19](=[O:26])[CH:20]=1)(=[O:37])=[O:36]. The yield is 0.990. (6) The reactants are Cl[C:2]1[N:11]=[CH:10][C:9]2[N:8]([CH:12]([CH3:14])[CH3:13])[C:7](=[O:15])[C:6]3([CH3:20])[CH2:16][O:17][CH2:18][CH2:19][N:5]3[C:4]=2[N:3]=1.[CH3:21][NH:22][C:23]([NH:25][C:26]1[CH:31]=[CH:30][C:29](B2OC(C)(C)C(C)(C)O2)=[CH:28][CH:27]=1)=[O:24].C(=O)(O)[O-].[Na+]. The catalyst is O1CCOCC1.C1C=CC(P(C2C=CC=CC=2)[C-]2C=CC=C2)=CC=1.C1C=CC(P(C2C=CC=CC=2)[C-]2C=CC=C2)=CC=1.Cl[Pd]Cl.[Fe+2]. The product is [CH:12]([N:8]1[C:7](=[O:15])[C:6]2([CH3:20])[CH2:16][O:17][CH2:18][CH2:19][N:5]2[C:4]2[N:3]=[C:2]([C:29]3[CH:28]=[CH:27][C:26]([NH:25][C:23]([NH:22][CH3:21])=[O:24])=[CH:31][CH:30]=3)[N:11]=[CH:10][C:9]1=2)([CH3:14])[CH3:13]. The yield is 0.220. (7) The reactants are O1C=N[C:3]([C:6]([NH:9][C:10]([C:12]2[CH:13]=[C:14]([C:18]3[CH:19]=[C:20]4[C:29]([C:30]([NH:32][CH3:33])=[O:31])=[C:28]([C:34]5[CH:39]=[CH:38][C:37]([F:40])=[CH:36][CH:35]=5)[O:27][C:21]4=[N:22][C:23]=3/[CH:24]=[CH:25]/[CH3:26])[CH:15]=[CH:16][CH:17]=2)=[O:11])([CH3:8])[CH3:7])=[N:2]1. The catalyst is CO.[Pd]. The product is [C:3]([C:6]([NH:9][C:10]([C:12]1[CH:13]=[C:14]([C:18]2[CH:19]=[C:20]3[C:29]([C:30]([NH:32][CH3:33])=[O:31])=[C:28]([C:34]4[CH:39]=[CH:38][C:37]([F:40])=[CH:36][CH:35]=4)[O:27][C:21]3=[N:22][C:23]=2[CH2:24][CH2:25][CH3:26])[CH:15]=[CH:16][CH:17]=1)=[O:11])([CH3:7])[CH3:8])#[N:2]. The yield is 0.110.